This data is from Catalyst prediction with 721,799 reactions and 888 catalyst types from USPTO. The task is: Predict which catalyst facilitates the given reaction. (1) Reactant: [C:1]([NH:4][C:5]1[N:10]=[C:9](/[CH:11]=[CH:12]/[C:13]([C:15]2[CH:20]=[CH:19][C:18]([NH:21][C:22]([C:24]3[C:25]([C:30]4[CH:35]=[CH:34][C:33]([C:36]([F:39])([F:38])[F:37])=[CH:32][CH:31]=4)=[CH:26][CH:27]=[CH:28][CH:29]=3)=[O:23])=[CH:17][CH:16]=2)=[O:14])[CH:8]=[CH:7][CH:6]=1)(=[O:3])[CH3:2].[H][H]. Product: [C:1]([NH:4][C:5]1[N:10]=[C:9]([CH2:11][CH2:12][C:13]([C:15]2[CH:16]=[CH:17][C:18]([NH:21][C:22]([C:24]3[C:25]([C:30]4[CH:31]=[CH:32][C:33]([C:36]([F:38])([F:37])[F:39])=[CH:34][CH:35]=4)=[CH:26][CH:27]=[CH:28][CH:29]=3)=[O:23])=[CH:19][CH:20]=2)=[O:14])[CH:8]=[CH:7][CH:6]=1)(=[O:3])[CH3:2]. The catalyst class is: 541. (2) Reactant: [CH2:1]([C:7]1[NH:8][C:9]2[C:14]([CH:15]=1)=[CH:13][CH:12]=[CH:11][CH:10]=2)[CH2:2][CH2:3][CH2:4][CH2:5][CH3:6].[OH-].[K+].[O:18]1[C:23](=[O:24])[CH2:22][CH2:21][CH2:20][C:19]1=[O:25].[Cl-].[NH4+]. Product: [CH2:1]([C:7]1[N:8]([C:23](=[O:24])[CH2:22][CH2:21][CH2:20][C:19]([OH:25])=[O:18])[C:9]2[C:14]([CH:15]=1)=[CH:13][CH:12]=[CH:11][CH:10]=2)[CH2:2][CH2:3][CH2:4][CH2:5][CH3:6]. The catalyst class is: 148. (3) Reactant: [Si]([O:8][C:9]([C:12]1[N:17]=[CH:16][C:15]([C:18]2[S:22][C:21]([N+:23]([O-:25])=[O:24])=[C:20]([C:26]([NH2:28])=[O:27])[CH:19]=2)=[CH:14][CH:13]=1)([CH3:11])[CH3:10])(C(C)(C)C)(C)C.CC(O)=O.CCCC[N+](CCCC)(CCCC)CCCC.[F-]. Product: [OH:8][C:9]([C:12]1[N:17]=[CH:16][C:15]([C:18]2[S:22][C:21]([N+:23]([O-:25])=[O:24])=[C:20]([C:26]([NH2:28])=[O:27])[CH:19]=2)=[CH:14][CH:13]=1)([CH3:11])[CH3:10]. The catalyst class is: 20. (4) Reactant: [NH:1]1[C:9]2[C:4](=[CH:5][C:6]([NH:10][C:11]([C:13]3[C:14]([C:19]4[CH:24]=[CH:23][C:22]([C:25]([F:28])([F:27])[F:26])=[CH:21][CH:20]=4)=[CH:15][CH:16]=[CH:17][CH:18]=3)=[O:12])=[CH:7][CH:8]=2)[CH2:3][CH2:2]1.[CH:29]([C:31]1[S:32][CH:33]=[CH:34][N:35]=1)=[CH2:30].CS(O)(=O)=O. Product: [S:32]1[CH:33]=[CH:34][N:35]=[C:31]1[CH2:29][CH2:30][N:1]1[C:9]2[C:4](=[CH:5][C:6]([NH:10][C:11]([C:13]3[C:14]([C:19]4[CH:20]=[CH:21][C:22]([C:25]([F:26])([F:27])[F:28])=[CH:23][CH:24]=4)=[CH:15][CH:16]=[CH:17][CH:18]=3)=[O:12])=[CH:7][CH:8]=2)[CH2:3][CH2:2]1. The catalyst class is: 141. (5) Reactant: CN(OC)[C:3]([C@@H:5]1[CH2:10][CH2:9][C@H:8]([NH:11][C:12](=[O:18])[O:13][C:14]([CH3:17])([CH3:16])[CH3:15])[CH2:7][CH2:6]1)=[O:4].[CH3:21][Mg]Br.Cl. Product: [C:3]([C@@H:5]1[CH2:6][CH2:7][C@H:8]([NH:11][C:12](=[O:18])[O:13][C:14]([CH3:15])([CH3:16])[CH3:17])[CH2:9][CH2:10]1)(=[O:4])[CH3:21]. The catalyst class is: 165. (6) Reactant: [H-].[Na+].[N+:3]([C:6]1[CH:14]=[CH:13][CH:12]=[C:11]2[C:7]=1[C:8]([CH2:15][C:16]#[N:17])=[CH:9][NH:10]2)([O-:5])=[O:4].Br[CH2:19][C:20]([O:22][C:23]([CH3:26])([CH3:25])[CH3:24])=[O:21]. Product: [C:23]([O:22][C:20](=[O:21])[CH2:19][N:10]1[C:11]2[C:7](=[C:6]([N+:3]([O-:5])=[O:4])[CH:14]=[CH:13][CH:12]=2)[C:8]([CH2:15][C:16]#[N:17])=[CH:9]1)([CH3:26])([CH3:25])[CH3:24]. The catalyst class is: 3. (7) Reactant: [CH:1]([S:4]([CH2:7][C:8]1[CH:13]=[C:12]([N:14]2[CH2:19][CH2:18][O:17][CH2:16][C@@H:15]2[CH3:20])[N:11]=[C:10]([C:21]2[CH:26]=[CH:25][C:24]([NH2:27])=[CH:23][CH:22]=2)[N:9]=1)(=[O:6])=[O:5])([CH3:3])[CH3:2].C(=O)(O)[O-].[Na+].Cl[C:34]([O:36][C:37]1[CH:42]=[CH:41][CH:40]=[CH:39][CH:38]=1)=[O:35]. Product: [CH:1]([S:4]([CH2:7][C:8]1[CH:13]=[C:12]([N:14]2[CH2:19][CH2:18][O:17][CH2:16][C@@H:15]2[CH3:20])[N:11]=[C:10]([C:21]2[CH:22]=[CH:23][C:24]([NH:27][C:34](=[O:35])[O:36][C:37]3[CH:42]=[CH:41][CH:40]=[CH:39][CH:38]=3)=[CH:25][CH:26]=2)[N:9]=1)(=[O:5])=[O:6])([CH3:2])[CH3:3]. The catalyst class is: 12.